From a dataset of NCI-60 drug combinations with 297,098 pairs across 59 cell lines. Regression. Given two drug SMILES strings and cell line genomic features, predict the synergy score measuring deviation from expected non-interaction effect. (1) Drug 1: C1CN1P(=S)(N2CC2)N3CC3. Drug 2: CC1C(C(CC(O1)OC2CC(OC(C2O)C)OC3=CC4=CC5=C(C(=O)C(C(C5)C(C(=O)C(C(C)O)O)OC)OC6CC(C(C(O6)C)O)OC7CC(C(C(O7)C)O)OC8CC(C(C(O8)C)O)(C)O)C(=C4C(=C3C)O)O)O)O. Cell line: SK-MEL-2. Synergy scores: CSS=33.7, Synergy_ZIP=-0.577, Synergy_Bliss=-0.925, Synergy_Loewe=-15.6, Synergy_HSA=-4.07. (2) Drug 1: CNC(=O)C1=NC=CC(=C1)OC2=CC=C(C=C2)NC(=O)NC3=CC(=C(C=C3)Cl)C(F)(F)F. Drug 2: CC(C)NC(=O)C1=CC=C(C=C1)CNNC.Cl. Cell line: HS 578T. Synergy scores: CSS=8.46, Synergy_ZIP=-0.658, Synergy_Bliss=1.49, Synergy_Loewe=1.10, Synergy_HSA=0.0364.